Dataset: Forward reaction prediction with 1.9M reactions from USPTO patents (1976-2016). Task: Predict the product of the given reaction. Given the reactants [NH2:1][C@@H:2]([C:5]([OH:7])=[O:6])[CH2:3][SH:4].[CH3:8][N:9]1[C:18]2[CH:17]=[C:16]3[S:19][C:20]([C:22]#N)=[N:21][C:15]3=[CH:14][C:13]=2[CH2:12][CH2:11][CH2:10]1, predict the reaction product. The product is: [CH3:8][N:9]1[C:18]2[CH:17]=[C:16]3[S:19][C:20]([C:22]4[S:4][CH2:3][CH:2]([C:5]([OH:7])=[O:6])[N:1]=4)=[N:21][C:15]3=[CH:14][C:13]=2[CH2:12][CH2:11][CH2:10]1.